Predict the reactants needed to synthesize the given product. From a dataset of Full USPTO retrosynthesis dataset with 1.9M reactions from patents (1976-2016). (1) Given the product [C:4]([O:3][C:1]([N:8]1[CH2:14][CH2:13][CH2:12][C@H:9]1[CH2:10][O:11][C:30]1[CH:29]=[C:28]([CH2:40][C:39]([O:38][CH3:36])=[O:49])[CH:33]=[CH:32][CH:31]=1)=[O:2])([CH3:7])([CH3:6])[CH3:5], predict the reactants needed to synthesize it. The reactants are: [C:1]([N:8]1[CH2:14][CH2:13][CH2:12][C@H:9]1[CH2:10][OH:11])([O:3][C:4]([CH3:7])([CH3:6])[CH3:5])=[O:2].[C:28]1(P([C:28]2[CH:33]=[CH:32][CH:31]=[CH:30][CH:29]=2)[C:28]2[CH:33]=[CH:32][CH:31]=[CH:30][CH:29]=2)[CH:33]=[CH:32][CH:31]=[CH:30][CH:29]=1.N([C:36]([O:38][CH2:39][CH3:40])=O)=N[C:36]([O:38][CH2:39][CH3:40])=O.C1C[O:49]CC1. (2) Given the product [Br:1][C:2]1[CH:3]=[CH:4][C:5]([F:20])=[C:6]([C@@:8]([NH:13][S@@:14]([C:16]([CH3:19])([CH3:18])[CH3:17])=[O:15])([CH2:10][CH:11]=[O:12])[CH3:9])[CH:7]=1, predict the reactants needed to synthesize it. The reactants are: [Br:1][C:2]1[CH:3]=[CH:4][C:5]([F:20])=[C:6]([C@@:8]([NH:13][S@@:14]([C:16]([CH3:19])([CH3:18])[CH3:17])=[O:15])([CH2:10][CH2:11][OH:12])[CH3:9])[CH:7]=1.CC(OI1(OC(C)=O)(OC(C)=O)OC(=O)C2C=CC=CC1=2)=O. (3) Given the product [C:1]([O:5][C:6](=[O:35])[CH2:7][N:8]1[C:12]2[CH:13]=[CH:14][CH:15]=[CH:16][C:11]=2[N:10]([CH2:17][C:18]2[N:22]([CH2:23][CH2:24][CH:25]([CH3:27])[CH3:26])[C:21]3[CH:28]=[CH:29][C:30]([C:32](=[NH:33])[NH:37][OH:38])=[CH:31][C:20]=3[N:19]=2)[C:9]1=[O:34])([CH3:3])([CH3:4])[CH3:2], predict the reactants needed to synthesize it. The reactants are: [C:1]([O:5][C:6](=[O:35])[CH2:7][N:8]1[C:12]2[CH:13]=[CH:14][CH:15]=[CH:16][C:11]=2[N:10]([CH2:17][C:18]2[N:22]([CH2:23][CH2:24][CH:25]([CH3:27])[CH3:26])[C:21]3[CH:28]=[CH:29][C:30]([C:32]#[N:33])=[CH:31][C:20]=3[N:19]=2)[C:9]1=[O:34])([CH3:4])([CH3:3])[CH3:2].Cl.[NH2:37][OH:38].C([O-])([O-])=O.[K+].[K+]. (4) Given the product [Br:29][C:14]1[C:15]2[C:20]([C:7]([C:4]3[CH:3]=[CH:2][C:1]([CH3:21])=[CH:6][CH:5]=3)=[C:8]3[C:13]=1[CH:12]=[CH:11][CH:10]=[CH:9]3)=[CH:19][CH:18]=[CH:17][CH:16]=2, predict the reactants needed to synthesize it. The reactants are: [C:1]1([CH3:21])[CH:6]=[CH:5][C:4]([C:7]2[C:8]3[C:13]([CH:14]=[C:15]4[C:20]=2[CH:19]=[CH:18][CH:17]=[CH:16]4)=[CH:12][CH:11]=[CH:10][CH:9]=3)=[CH:3][CH:2]=1.C1C(=O)N([Br:29])C(=O)C1.O. (5) Given the product [S:7]1[CH:8]=[CH:9][C:10]2[C:2]([O:1][Si:11]([C:14]([CH3:17])([CH3:16])[CH3:15])([CH3:13])[CH3:12])=[CH:3][CH:4]=[CH:5][C:6]1=2, predict the reactants needed to synthesize it. The reactants are: [OH:1][C:2]1[C:10]2[CH:9]=[CH:8][S:7][C:6]=2[CH:5]=[CH:4][CH:3]=1.[Si:11](Cl)([C:14]([CH3:17])([CH3:16])[CH3:15])([CH3:13])[CH3:12].N1C=CN=C1. (6) Given the product [C:3]1(=[CH:1][CH2:2][CH2:12][C:11](=[O:10])[CH3:13])[CH2:7][CH2:6][CH2:5][CH2:4]1, predict the reactants needed to synthesize it. The reactants are: [CH:1]([C:3]1(O)[CH2:7][CH2:6][CH2:5][CH2:4]1)=[CH2:2].C[O:10][C:11]([CH3:13])=[CH2:12].P(=O)(O)(O)O.C(N(CC)CC)C. (7) Given the product [NH2:7][C:8]([CH3:32])([CH2:28][CH:29]([CH3:31])[CH3:30])[CH2:9][O:10][C:11]1[C:12]([Cl:41])=[CH:13][C:14]2[C:23]3[C:18](=[C:19]([CH3:24])[N:20]=[CH:21][CH:22]=3)[C:17](=[O:25])[N:16]([CH3:26])[C:15]=2[CH:27]=1, predict the reactants needed to synthesize it. The reactants are: C(OC(=O)[NH:7][C:8]([CH3:32])([CH2:28][CH:29]([CH3:31])[CH3:30])[CH2:9][O:10][C:11]1[CH:12]=[CH:13][C:14]2[C:23]3[C:18](=[C:19]([CH3:24])[N:20]=[CH:21][CH:22]=3)[C:17](=[O:25])[N:16]([CH3:26])[C:15]=2[CH:27]=1)(C)(C)C.C1C(=O)N([Cl:41])C(=O)C1. (8) Given the product [CH3:1][O:2][C:3]1[CH:4]=[C:5]2[C:10](=[CH:11][C:12]=1[O:13][CH3:14])[N:9]=[CH:8][CH:7]=[C:6]2[O:15][C:16]1[C:22]([CH3:23])=[CH:21][C:19]([NH:20][C:29](=[O:35])[O:28][CH2:26][CH:37]2[CH2:43][CH2:42][CH2:41][CH2:40][CH2:39][CH2:38]2)=[C:18]([CH3:24])[CH:17]=1, predict the reactants needed to synthesize it. The reactants are: [CH3:1][O:2][C:3]1[CH:4]=[C:5]2[C:10](=[CH:11][C:12]=1[O:13][CH3:14])[N:9]=[CH:8][CH:7]=[C:6]2[O:15][C:16]1[C:22]([CH3:23])=[CH:21][C:19]([NH2:20])=[C:18]([CH3:24])[CH:17]=1.Cl[C:26](Cl)([O:28][C:29](=[O:35])OC(Cl)(Cl)Cl)Cl.[CH:37]1(CO)[CH2:43][CH2:42][CH2:41][CH2:40][CH2:39][CH2:38]1.C(=O)(O)[O-].[Na+]. (9) Given the product [C:1]([N:4]1[C:8]([CH3:9])=[C:7]([CH2:10][C:11]2[CH:16]=[CH:15][CH:14]=[CH:13][CH:12]=2)[C:6]([O:17][C@@H:25]2[O:51][C@H:50]([CH2:52][O:53][C:54](=[O:59])[C:55]([CH3:58])([CH3:57])[CH3:56])[C@@H:42]([O:43][C:44](=[O:49])[C:45]([CH3:46])([CH3:47])[CH3:48])[C@H:34]([O:35][C:36](=[O:41])[C:37]([CH3:38])([CH3:39])[CH3:40])[C@H:26]2[O:27][C:28](=[O:33])[C:29]([CH3:32])([CH3:30])[CH3:31])=[N:5]1)(=[O:3])[CH3:2], predict the reactants needed to synthesize it. The reactants are: [C:1]([N:4]1[C:8]([CH3:9])=[C:7]([CH2:10][C:11]2[CH:16]=[CH:15][CH:14]=[CH:13][CH:12]=2)[C:6](=[O:17])[NH:5]1)(=[O:3])[CH3:2].C(=O)([O-])[O-].[K+].[K+].Br[C:25]1(Br)[O:51][C@H:50]([CH2:52][O:53][C:54](=[O:59])[C:55]([CH3:58])([CH3:57])[CH3:56])[C@@H:42]([O:43][C:44](=[O:49])[C:45]([CH3:48])([CH3:47])[CH3:46])[C@H:34]([O:35][C:36](=[O:41])[C:37]([CH3:40])([CH3:39])[CH3:38])[C@H:26]1[O:27][C:28](=[O:33])[C:29]([CH3:32])([CH3:31])[CH3:30]. (10) Given the product [N:1]1([CH2:6][CH2:7][C:8]2[CH:9]=[C:10]([CH2:13][OH:14])[NH:11][CH:12]=2)[CH2:5][CH2:4][CH2:3][CH2:2]1, predict the reactants needed to synthesize it. The reactants are: [N:1]1([CH2:6][CH2:7][C:8]2[CH:9]=[C:10]([C:13](OCC)=[O:14])[NH:11][CH:12]=2)[CH2:5][CH2:4][CH2:3][CH2:2]1.[H-].[Al+3].[Li+].[H-].[H-].[H-].[OH-].[Na+].O.